From a dataset of Full USPTO retrosynthesis dataset with 1.9M reactions from patents (1976-2016). Predict the reactants needed to synthesize the given product. (1) Given the product [OH:14][CH2:13][C:12]1[CH:11]=[C:10]([S:9][C:5]2[CH:4]=[C:3]([CH:8]=[CH:7][N:6]=2)[C:1]#[N:2])[CH:18]=[CH:17][CH:16]=1, predict the reactants needed to synthesize it. The reactants are: [C:1]([C:3]1[CH:8]=[CH:7][N:6]=[C:5]([S:9][C:10]2[CH:11]=[C:12]([CH:16]=[CH:17][CH:18]=2)[C:13](O)=[O:14])[CH:4]=1)#[N:2].[BH4-].[Na+].O. (2) Given the product [CH2:1]([O:3][C:4](=[O:21])[CH2:5][CH:6]1[CH2:11][CH2:10][CH:9]([C:12]2[CH:17]=[CH:16][C:15]([C:18]3[CH:19]=[CH:24][C:23](=[O:27])[NH:30][N:29]=3)=[CH:14][CH:13]=2)[CH2:8][CH2:7]1)[CH3:2], predict the reactants needed to synthesize it. The reactants are: [CH2:1]([O:3][C:4](=[O:21])[CH2:5][CH:6]1[CH2:11][CH2:10][CH:9]([C:12]2[CH:17]=[CH:16][C:15]([C:18](=O)[CH3:19])=[CH:14][CH:13]=2)[CH2:8][CH2:7]1)[CH3:2].O.[C:23]([OH:27])(=O)[CH:24]=O.[OH-].[NH4+:29].[NH2:30]N. (3) The reactants are: C([O:3][C:4](=[O:29])[CH2:5][N:6]([CH2:11][C:12]1[CH:17]=[CH:16][C:15]([S:18][C:19]([CH3:28])([CH3:27])[C:20]([O:22][C:23]([CH3:26])([CH3:25])[CH3:24])=[O:21])=[CH:14][CH:13]=1)[CH2:7][CH2:8][O:9][CH3:10])C.[OH-].[Na+].O. Given the product [C:23]([O:22][C:20](=[O:21])[C:19]([S:18][C:15]1[CH:14]=[CH:13][C:12]([CH2:11][N:6]([CH2:7][CH2:8][O:9][CH3:10])[CH2:5][C:4]([OH:29])=[O:3])=[CH:17][CH:16]=1)([CH3:28])[CH3:27])([CH3:24])([CH3:25])[CH3:26], predict the reactants needed to synthesize it. (4) Given the product [Cl:1][C:2]1[CH:3]=[CH:4][C:5]2[O:9][C:8]([N:10]([CH2:16][CH2:15][C:17](=[O:18])[CH3:19])[CH2:11][CH2:12][O:13][S:30]([CH3:29])(=[O:32])=[O:31])=[N:7][C:6]=2[CH:14]=1, predict the reactants needed to synthesize it. The reactants are: [Cl:1][C:2]1[CH:3]=[CH:4][C:5]2[O:9][C:8]([NH:10][CH2:11][CH2:12][OH:13])=[N:7][C:6]=2[CH:14]=1.[CH:15]([C:17]([CH3:19])=[O:18])=[CH2:16].[OH-].[Na+].CCN(CC)CC.[CH3:29][S:30](Cl)(=[O:32])=[O:31]. (5) Given the product [Cl:9][C:4]1[CH:5]=[C:6]([Cl:8])[CH:7]=[C:2]([C:13]2[CH:12]=[C:11]([Cl:10])[CH:16]=[CH:15][C:14]=2[O:20][CH3:21])[N:3]=1, predict the reactants needed to synthesize it. The reactants are: Cl[C:2]1[CH:7]=[C:6]([Cl:8])[CH:5]=[C:4]([Cl:9])[N:3]=1.[Cl:10][C:11]1[CH:12]=[CH:13][C:14]([O:20][CH3:21])=[C:15](B(O)O)[CH:16]=1.[F-].[Cs+]. (6) The reactants are: Cl[C:2]1[N:3]([CH2:10][C@H:11]([OH:26])[CH2:12][N:13]2[CH2:18][CH2:17][N:16]([C:19]([O:21][C:22]([CH3:25])([CH3:24])[CH3:23])=[O:20])[CH2:15][CH2:14]2)[CH:4]=[C:5]([N+:7]([O-:9])=[O:8])[N:6]=1.[H-].[Na+]. Given the product [N+:7]([C:5]1[N:6]=[C:2]2[N:3]([CH:4]=1)[CH2:10][C@@H:11]([CH2:12][N:13]1[CH2:18][CH2:17][N:16]([C:19]([O:21][C:22]([CH3:25])([CH3:24])[CH3:23])=[O:20])[CH2:15][CH2:14]1)[O:26]2)([O-:9])=[O:8], predict the reactants needed to synthesize it. (7) Given the product [Br:8][C:7]1[CH:6]=[C:5]([N+:10]([O-:12])=[O:11])[C:4]([CH3:9])=[CH:3][C:2]=1[Br:1], predict the reactants needed to synthesize it. The reactants are: [Br:1][C:2]1[CH:3]=[C:4]([CH3:9])[CH:5]=[CH:6][C:7]=1[Br:8].[N+:10]([O-])([OH:12])=[O:11].